Dataset: Catalyst prediction with 721,799 reactions and 888 catalyst types from USPTO. Task: Predict which catalyst facilitates the given reaction. (1) Reactant: [N:1]1([C:11]([O:13][CH2:14][C:15]2[CH:20]=[CH:19][CH:18]=[CH:17][CH:16]=2)=[O:12])[C:9]2[CH:8]=[CH:7][N+:6]([O-])=[CH:5][C:4]=2[CH:3]=[CH:2]1.[CH3:21][C:22]([NH2:29])([CH2:24][C:25]([CH3:28])([CH3:27])[CH3:26])[CH3:23].C1(C)C=CC(S(Cl)(=O)=O)=CC=1. Product: [CH3:21][C:22]([NH:29][C:5]1[C:4]2[CH:3]=[CH:2][N:1]([C:11]([O:13][CH2:14][C:15]3[CH:20]=[CH:19][CH:18]=[CH:17][CH:16]=3)=[O:12])[C:9]=2[CH:8]=[CH:7][N:6]=1)([CH2:24][C:25]([CH3:28])([CH3:27])[CH3:26])[CH3:23]. The catalyst class is: 452. (2) Reactant: [Cl:1][C:2]1[C:10]([C:11]#[N:12])=[CH:9][CH:8]=[C:7]2[C:3]=1[CH:4]=[C:5]([CH:17]([F:19])[F:18])[N:6]2[CH2:13][C:14]([OH:16])=O.CCN=C=NCCCN(C)C.Cl.O[NH:33][C:34]([C:36]1[CH:41]=[CH:40][CH:39]=[CH:38][N:37]=1)=[NH:35]. Product: [Cl:1][C:2]1[C:10]([C:11]#[N:12])=[CH:9][CH:8]=[C:7]2[C:3]=1[CH:4]=[C:5]([CH:17]([F:19])[F:18])[N:6]2[CH2:13][C:14]1[O:16][N:35]=[C:34]([C:36]2[CH:41]=[CH:40][CH:39]=[CH:38][N:37]=2)[N:33]=1. The catalyst class is: 26. (3) Reactant: [Cl:1][C:2]1[C:3]([O:12][C:13]2[CH:14]=[N:15][C:16]([O:20][CH2:21][CH:22]([CH3:24])[CH3:23])=[C:17]([Cl:19])[CH:18]=2)=[CH:4][C:5]([F:11])=[C:6]([CH:10]=1)[C:7]([OH:9])=O.C(N1C=CN=C1)(N1C=CN=C1)=O.[N:37]1([S:46]([NH2:49])(=[O:48])=[O:47])[C:45]2[C:40](=[CH:41][CH:42]=[CH:43][CH:44]=2)[CH2:39][CH2:38]1.N12CCCN=C1CCCCC2. Product: [Cl:1][C:2]1[C:3]([O:12][C:13]2[CH:14]=[N:15][C:16]([O:20][CH2:21][CH:22]([CH3:24])[CH3:23])=[C:17]([Cl:19])[CH:18]=2)=[CH:4][C:5]([F:11])=[C:6]([CH:10]=1)[C:7]([NH:49][S:46]([N:37]1[C:45]2[C:40](=[CH:41][CH:42]=[CH:43][CH:44]=2)[CH2:39][CH2:38]1)(=[O:48])=[O:47])=[O:9]. The catalyst class is: 54. (4) Reactant: [OH:1][C:2]([CH3:41])([CH3:40])[CH:3]([CH3:39])[O:4][C@H:5]1[CH2:10][CH2:9][C@H:8]([N:11]2[C:16](=[O:17])[C:15]([CH2:18][C:19]3[CH:24]=[CH:23][C:22]([C:25]4[C:26]([C:31]#[N:32])=[CH:27][CH:28]=[CH:29][CH:30]=4)=[CH:21][CH:20]=3)=[C:14]([CH2:33][CH2:34][CH3:35])[N:13]3[N:36]=[CH:37][N:38]=[C:12]23)[CH2:7][CH2:6]1.C[Si]([N:46]=[N+:47]=[N-:48])(C)C.C([Sn](=O)CCCC)CCC.C1(C)C=CC=CC=1. Product: [OH:1][C:2]([CH3:40])([CH3:41])[CH:3]([CH3:39])[O:4][C@H:5]1[CH2:10][CH2:9][C@H:8]([N:11]2[C:16](=[O:17])[C:15]([CH2:18][C:19]3[CH:24]=[CH:23][C:22]([C:25]4[CH:30]=[CH:29][CH:28]=[CH:27][C:26]=4[C:31]4[NH:48][N:47]=[N:46][N:32]=4)=[CH:21][CH:20]=3)=[C:14]([CH2:33][CH2:34][CH3:35])[N:13]3[N:36]=[CH:37][N:38]=[C:12]23)[CH2:7][CH2:6]1. The catalyst class is: 69. (5) Reactant: [F:1][C:2]1[CH:7]=[CH:6][C:5]([S:8][C:9]2[C:17]3[C:12](=[N:13][CH:14]=[CH:15][CH:16]=3)[NH:11][CH:10]=2)=[CH:4][CH:3]=1.C([O-])(O)=[O:19].[Na+].OOS([O-])=O.[K+].[OH2:29]. The catalyst class is: 21. Product: [F:1][C:2]1[CH:7]=[CH:6][C:5]([S:8]([C:9]2[C:17]3[C:12](=[N:13][CH:14]=[CH:15][CH:16]=3)[NH:11][CH:10]=2)(=[O:19])=[O:29])=[CH:4][CH:3]=1. (6) Reactant: [C:1](O)(=O)[CH3:2].[O:5]1[C:9]2([CH2:14][CH2:13][C:12](=O)[CH2:11][CH2:10]2)[O:8][CH2:7][CH2:6]1.[CH3:16][NH:17][CH3:18].[C-]#N.[K+]. Product: [CH3:16][N:17]([CH3:18])[C:12]1([C:2]2[CH:1]=[CH:11][CH:10]=[CH:9][CH:14]=2)[CH2:13][CH2:14][C:9]2([O:8][CH2:7][CH2:6][O:5]2)[CH2:10][CH2:11]1. The catalyst class is: 5. (7) Reactant: [CH2:1]([O:3][C:4]([C:6]1[C:11]([NH:12][C:13]([O:15][C:16]([CH3:19])([CH3:18])[CH3:17])=[O:14])=[CH:10][CH:9]=[C:8]([CH2:20][O:21]C(=O)C)[N:7]=1)=[O:5])[CH3:2].CC[O-].[Na+]. Product: [CH2:1]([O:3][C:4]([C:6]1[C:11]([NH:12][C:13]([O:15][C:16]([CH3:18])([CH3:17])[CH3:19])=[O:14])=[CH:10][CH:9]=[C:8]([CH2:20][OH:21])[N:7]=1)=[O:5])[CH3:2]. The catalyst class is: 8.